From a dataset of Catalyst prediction with 721,799 reactions and 888 catalyst types from USPTO. Predict which catalyst facilitates the given reaction. Reactant: Br[C:2]1[CH:7]=[CH:6][C:5]([F:8])=[CH:4][C:3]=1[C:9](=[O:11])[CH3:10].[Cl:12][C:13]1[CH:18]=[CH:17][C:16](B(O)O)=[CH:15][CH:14]=1.CO.C(=O)(O)[O-].[Na+]. Product: [Cl:12][C:13]1[CH:18]=[CH:17][C:16]([C:2]2[C:3]([C:9](=[O:11])[CH3:10])=[CH:4][C:5]([F:8])=[CH:6][CH:7]=2)=[CH:15][CH:14]=1. The catalyst class is: 11.